Dataset: NCI-60 drug combinations with 297,098 pairs across 59 cell lines. Task: Regression. Given two drug SMILES strings and cell line genomic features, predict the synergy score measuring deviation from expected non-interaction effect. (1) Drug 2: CS(=O)(=O)OCCCCOS(=O)(=O)C. Drug 1: COC1=C(C=C2C(=C1)N=CN=C2NC3=CC(=C(C=C3)F)Cl)OCCCN4CCOCC4. Cell line: U251. Synergy scores: CSS=27.0, Synergy_ZIP=-5.38, Synergy_Bliss=1.84, Synergy_Loewe=3.73, Synergy_HSA=4.21. (2) Drug 1: CC12CCC3C(C1CCC2O)C(CC4=C3C=CC(=C4)O)CCCCCCCCCS(=O)CCCC(C(F)(F)F)(F)F. Drug 2: CCCCCOC(=O)NC1=NC(=O)N(C=C1F)C2C(C(C(O2)C)O)O. Cell line: UACC-257. Synergy scores: CSS=2.68, Synergy_ZIP=-1.05, Synergy_Bliss=-1.50, Synergy_Loewe=-0.694, Synergy_HSA=-0.727. (3) Drug 1: CCC1=CC2CC(C3=C(CN(C2)C1)C4=CC=CC=C4N3)(C5=C(C=C6C(=C5)C78CCN9C7C(C=CC9)(C(C(C8N6C)(C(=O)OC)O)OC(=O)C)CC)OC)C(=O)OC.C(C(C(=O)O)O)(C(=O)O)O. Drug 2: C1CN(CCN1C(=O)CCBr)C(=O)CCBr. Cell line: TK-10. Synergy scores: CSS=10.6, Synergy_ZIP=-3.47, Synergy_Bliss=1.73, Synergy_Loewe=-17.5, Synergy_HSA=-3.52. (4) Drug 1: C1=C(C(=O)NC(=O)N1)N(CCCl)CCCl. Drug 2: C1=NC2=C(N1)C(=S)N=CN2. Cell line: PC-3. Synergy scores: CSS=20.0, Synergy_ZIP=-5.10, Synergy_Bliss=-6.93, Synergy_Loewe=-43.9, Synergy_HSA=-4.27. (5) Drug 1: C#CCC(CC1=CN=C2C(=N1)C(=NC(=N2)N)N)C3=CC=C(C=C3)C(=O)NC(CCC(=O)O)C(=O)O. Drug 2: C1=NNC2=C1C(=O)NC=N2. Cell line: UO-31. Synergy scores: CSS=2.86, Synergy_ZIP=-3.10, Synergy_Bliss=-2.48, Synergy_Loewe=-13.9, Synergy_HSA=-6.56. (6) Drug 1: C1=C(C(=O)NC(=O)N1)N(CCCl)CCCl. Drug 2: CC1=C(C=C(C=C1)C(=O)NC2=CC(=CC(=C2)C(F)(F)F)N3C=C(N=C3)C)NC4=NC=CC(=N4)C5=CN=CC=C5. Cell line: RXF 393. Synergy scores: CSS=16.5, Synergy_ZIP=-4.19, Synergy_Bliss=1.39, Synergy_Loewe=-1.30, Synergy_HSA=-1.00. (7) Cell line: K-562. Synergy scores: CSS=58.3, Synergy_ZIP=-0.829, Synergy_Bliss=-2.74, Synergy_Loewe=-11.6, Synergy_HSA=-4.50. Drug 1: CC1=C2C(C(=O)C3(C(CC4C(C3C(C(C2(C)C)(CC1OC(=O)C(C(C5=CC=CC=C5)NC(=O)C6=CC=CC=C6)O)O)OC(=O)C7=CC=CC=C7)(CO4)OC(=O)C)O)C)OC(=O)C. Drug 2: CC1=C(C(=O)C2=C(C1=O)N3CC4C(C3(C2COC(=O)N)OC)N4)N.